From a dataset of Reaction yield outcomes from USPTO patents with 853,638 reactions. Predict the reaction yield, written as a fraction of the theoretical maximum amount of product (1.0 means a 100% yield; for example, 0.34 means a 34% yield). (1) The reactants are CS([O:5][CH2:6][C@@H:7]([O:9][CH:10]1[CH2:15][CH2:14][CH2:13][CH2:12][O:11]1)[CH3:8])(=O)=O.CC(C)([O-])C.[K+].[CH3:22][N:23]1[CH:27]=[CH:26][C:25]([NH:28][C:29]2[C:38]3[C:33](=[CH:34][CH:35]=[C:36]([O:39][C:40]4[N:45]=[CH:44][C:43](O)=[CH:42][CH:41]=4)[CH:37]=3)[N:32]=[CH:31][N:30]=2)=[N:24]1.Cl. The catalyst is O.CS(C)=O. The product is [CH3:22][N:23]1[CH:27]=[CH:26][C:25]([NH:28][C:29]2[C:38]3[C:33](=[CH:34][CH:35]=[C:36]([O:39][C:40]4[CH:41]=[CH:42][C:43]([O:5][CH2:6][C@H:7]([O:9][CH:10]5[CH2:15][CH2:14][CH2:13][CH2:12][O:11]5)[CH3:8])=[CH:44][N:45]=4)[CH:37]=3)[N:32]=[CH:31][N:30]=2)=[N:24]1. The yield is 0.750. (2) The yield is 0.500. The product is [Cl:11][C:4]1[CH:5]=[C:6]([CH:9]=[CH:10][C:3]=1[CH2:2][NH:18][C:19]1[CH:24]=[CH:23][CH:22]=[CH:21][N:20]=1)[CH:7]=[O:8]. The catalyst is CN(C)C(=O)C.O. The reactants are Br[CH2:2][C:3]1[CH:10]=[CH:9][C:6]([CH:7]=[O:8])=[CH:5][C:4]=1[Cl:11].C([O-])([O-])=O.[K+].[K+].[NH2:18][C:19]1[CH:24]=[CH:23][CH:22]=[CH:21][N:20]=1. (3) The reactants are [O:1]=[C:2]1[C@H:6]([O:7][C:8](=[O:12])[CH:9]([CH3:11])[CH3:10])[C@@H:5]([O:13][C:14](=[O:18])[CH:15]([CH3:17])[CH3:16])[C:4](=O)[O:3]1.[NH2:20][OH:21]. The catalyst is C(OCC)(=O)C. The product is [OH:21][N:20]1[C:2](=[O:1])[C@H:6]([O:7][C:8](=[O:12])[CH:9]([CH3:11])[CH3:10])[C@@H:5]([O:13][C:14](=[O:18])[CH:15]([CH3:17])[CH3:16])[C:4]1=[O:3]. The yield is 1.00. (4) The reactants are [S:1]1[C:9]2[C:4](=[N:5][CH:6]=[CH:7][C:8]=2O)[CH:3]=[CH:2]1.O=P(Cl)(Cl)[Cl:13]. No catalyst specified. The product is [Cl:13][C:8]1[CH:7]=[CH:6][N:5]=[C:4]2[CH:3]=[CH:2][S:1][C:9]=12. The yield is 0.720. (5) The reactants are [C:1]([O:5][C:6]([NH:8][C@@H:9]([CH2:13][C:14]1[CH:19]=[CH:18][C:17]([N+:20]([O-:22])=[O:21])=[CH:16][CH:15]=1)[C:10]([OH:12])=O)=[O:7])([CH3:4])([CH3:3])[CH3:2].C(N(CC)CC)C.ClC(OCC(C)C)=O.[N+:38](=[CH2:40])=[N-:39]. The catalyst is C1COCC1.CCOCC. The product is [C:1]([O:5][C:6](=[O:7])[NH:8][C@@H:9]([CH2:13][C:14]1[CH:19]=[CH:18][C:17]([N+:20]([O-:22])=[O:21])=[CH:16][CH:15]=1)[C:10](=[O:12])[CH:40]=[N+:38]=[N-:39])([CH3:2])([CH3:3])[CH3:4]. The yield is 0.820. (6) The reactants are [F:1][C:2]1[CH:3]=[N+:4]([O-])[CH:5]=[CH:6][CH:7]=1.C[Si]([C:13]#[N:14])(C)C.C(N(CC)CC)C. The catalyst is C(#N)C. The product is [C:13]([C:3]1[C:2]([F:1])=[CH:7][CH:6]=[CH:5][N:4]=1)#[N:14]. The yield is 0.700. (7) No catalyst specified. The product is [OH:48][C:45]1[CH:46]=[CH:47][C:42]([C:40]2[S:41][C:34]3[C:35](=[N:36][CH:37]=[CH:38][C:33]=3[O:32][C:31]3[CH:30]=[CH:29][C:28]([NH:49][C:50]([NH:52][C:53](=[O:61])[CH2:54][C:55]4[CH:56]=[CH:57][CH:58]=[CH:59][CH:60]=4)=[S:51])=[CH:27][CH:26]=3)[CH:39]=2)=[CH:43][CH:44]=1. The yield is 0.0300. The reactants are NC1C=CC(OC2C=CN=C3C=C(C4C=CC(O)=CC=4)SC=23)=CC=1.F[C:26]1[CH:27]=[C:28]([NH:49][C:50]([NH:52][C:53](=[O:61])[CH2:54][C:55]2[CH:60]=[CH:59][CH:58]=[CH:57][CH:56]=2)=[S:51])[CH:29]=[CH:30][C:31]=1[O:32][C:33]1[CH:38]=[CH:37][N:36]=[C:35]2[CH:39]=[C:40]([C:42]3[CH:47]=[CH:46][C:45]([OH:48])=[CH:44][CH:43]=3)[S:41][C:34]=12. (8) The yield is 0.690. No catalyst specified. The product is [Br:21][C:18]1[CH:19]=[CH:20][N:16]([NH:15][C:13](=[O:14])[C@@H:12]([NH:11][C:9](=[O:10])[O:8][CH2:1][C:2]2[CH:3]=[CH:4][CH:5]=[CH:6][CH:7]=2)[CH3:26])[C:17]=1[C:22](=[O:24])[NH:34][C:30]1[CH:31]=[N:32][CH:33]=[C:28]([F:27])[CH:29]=1. The reactants are [CH2:1]([O:8][C:9]([NH:11][C@@H:12]([CH3:26])[C:13]([NH:15][N:16]1[CH:20]=[CH:19][C:18]([Br:21])=[C:17]1[C:22]([O:24]C)=O)=[O:14])=[O:10])[C:2]1[CH:7]=[CH:6][CH:5]=[CH:4][CH:3]=1.[F:27][C:28]1[CH:29]=[C:30]([NH2:34])[CH:31]=[N:32][CH:33]=1. (9) The reactants are [C:1]([O:5][C:6]([N:8]([C:17]1[CH:32]=[CH:31][C:20]([C:21]([O:23]CC2C=CC=CC=2)=[O:22])=[CH:19][CH:18]=1)[S:9]([CH2:12][CH2:13][N:14]([CH3:16])[CH3:15])(=[O:11])=[O:10])=[O:7])([CH3:4])([CH3:3])[CH3:2].C([O-])=O.[NH4+].O. The catalyst is O1CCCC1.[Pd]. The product is [C:1]([O:5][C:6]([N:8]([C:17]1[CH:32]=[CH:31][C:20]([C:21]([OH:23])=[O:22])=[CH:19][CH:18]=1)[S:9]([CH2:12][CH2:13][N:14]([CH3:16])[CH3:15])(=[O:10])=[O:11])=[O:7])([CH3:4])([CH3:2])[CH3:3]. The yield is 0.686.